This data is from NCI-60 drug combinations with 297,098 pairs across 59 cell lines. The task is: Regression. Given two drug SMILES strings and cell line genomic features, predict the synergy score measuring deviation from expected non-interaction effect. (1) Drug 1: C(=O)(N)NO. Drug 2: CN(C(=O)NC(C=O)C(C(C(CO)O)O)O)N=O. Cell line: HCC-2998. Synergy scores: CSS=16.1, Synergy_ZIP=-2.43, Synergy_Bliss=3.11, Synergy_Loewe=-14.8, Synergy_HSA=-3.00. (2) Drug 1: CCCS(=O)(=O)NC1=C(C(=C(C=C1)F)C(=O)C2=CNC3=C2C=C(C=N3)C4=CC=C(C=C4)Cl)F. Drug 2: CN(C(=O)NC(C=O)C(C(C(CO)O)O)O)N=O. Cell line: HOP-62. Synergy scores: CSS=3.19, Synergy_ZIP=-0.528, Synergy_Bliss=-1.19, Synergy_Loewe=-2.44, Synergy_HSA=-2.50. (3) Drug 1: CCCCC(=O)OCC(=O)C1(CC(C2=C(C1)C(=C3C(=C2O)C(=O)C4=C(C3=O)C=CC=C4OC)O)OC5CC(C(C(O5)C)O)NC(=O)C(F)(F)F)O. Drug 2: CC=C1C(=O)NC(C(=O)OC2CC(=O)NC(C(=O)NC(CSSCCC=C2)C(=O)N1)C(C)C)C(C)C. Cell line: NCI-H226. Synergy scores: CSS=74.4, Synergy_ZIP=13.3, Synergy_Bliss=14.8, Synergy_Loewe=15.3, Synergy_HSA=15.6. (4) Drug 1: C1C(C(OC1N2C=C(C(=O)NC2=O)F)CO)O. Drug 2: COC1=C2C(=CC3=C1OC=C3)C=CC(=O)O2. Cell line: RXF 393. Synergy scores: CSS=3.46, Synergy_ZIP=-1.62, Synergy_Bliss=-1.64, Synergy_Loewe=0.461, Synergy_HSA=-2.11. (5) Drug 1: C1=CC(=CC=C1CCCC(=O)O)N(CCCl)CCCl. Drug 2: C1=NC2=C(N1)C(=S)N=C(N2)N. Cell line: SK-MEL-5. Synergy scores: CSS=29.0, Synergy_ZIP=-12.1, Synergy_Bliss=-8.91, Synergy_Loewe=-18.2, Synergy_HSA=-6.34.